From a dataset of Catalyst prediction with 721,799 reactions and 888 catalyst types from USPTO. Predict which catalyst facilitates the given reaction. (1) Reactant: [NH2:1][C:2]1[C:3]([C:26](=[NH:29])[NH:27]O)=[C:4]([CH:23]=[CH:24][CH:25]=1)[O:5][CH2:6][C:7]1([C:14]([NH:16][CH:17]2[CH2:22][CH2:21][CH2:20][CH2:19][CH2:18]2)=[O:15])[CH2:12][CH2:11][CH2:10][NH:9][C:8]1=[O:13]. Product: [NH2:1][C:2]1[C:3]([C:26](=[NH:27])[NH2:29])=[C:4]([CH:23]=[CH:24][CH:25]=1)[O:5][CH2:6][C:7]1([C:14]([NH:16][CH:17]2[CH2:22][CH2:21][CH2:20][CH2:19][CH2:18]2)=[O:15])[CH2:12][CH2:11][CH2:10][NH:9][C:8]1=[O:13]. The catalyst class is: 183. (2) Reactant: [CH3:1][O:2][C:3]1[CH:4]=[C:5]([C:11]2[CH:20]=[C:19]([OH:21])[C:14]3[N:15]([CH3:18])[CH:16]=[N:17][C:13]=3[CH:12]=2)[CH:6]=[CH:7][C:8]=1[O:9][CH3:10].CS(O[C@H:27]([C@@H:29]1[CH2:33][C:32](=[O:34])[N:31]([C@@H:35]([C:37]2[CH:42]=[CH:41][CH:40]=[CH:39][CH:38]=2)[CH3:36])[CH2:30]1)[CH3:28])(=O)=O.C([O-])([O-])=O.[Cs+].[Cs+]. Product: [CH3:1][O:2][C:3]1[CH:4]=[C:5]([C:11]2[CH:20]=[C:19]([O:21][C@@H:27]([C@H:29]3[CH2:30][N:31]([C@@H:35]([C:37]4[CH:38]=[CH:39][CH:40]=[CH:41][CH:42]=4)[CH3:36])[C:32](=[O:34])[CH2:33]3)[CH3:28])[C:14]3[N:15]([CH3:18])[CH:16]=[N:17][C:13]=3[CH:12]=2)[CH:6]=[CH:7][C:8]=1[O:9][CH3:10]. The catalyst class is: 3. (3) Reactant: Cl[C:2]1[C:11]2=[N:12][N:13](CC3C=CC(OC)=CC=3)[CH:14]=[C:10]2[C:9]2[CH:8]=[C:7]([O:24][CH3:25])[CH:6]=[CH:5][C:4]=2[N:3]=1.[NH2:26][C:27]1[CH:36]=[C:35]2[C:30]([C:31]([OH:37])=[N:32][CH:33]=[N:34]2)=[CH:29][CH:28]=1.Cl. Product: [CH3:25][O:24][C:7]1[CH:6]=[CH:5][C:4]2[N:3]=[C:2]([NH:26][C:27]3[CH:36]=[C:35]4[C:30]([C:31]([OH:37])=[N:32][CH:33]=[N:34]4)=[CH:29][CH:28]=3)[C:11]3[NH:12][N:13]=[CH:14][C:10]=3[C:9]=2[CH:8]=1. The catalyst class is: 71. (4) Reactant: [CH3:1][N:2]([CH3:15])[CH2:3][CH:4]([C:6]1[CH:11]=[CH:10][C:9]([N+:12]([O-])=O)=[CH:8][CH:7]=1)[OH:5]. Product: [NH2:12][C:9]1[CH:8]=[CH:7][C:6]([CH:4]([OH:5])[CH2:3][N:2]([CH3:1])[CH3:15])=[CH:11][CH:10]=1. The catalyst class is: 171.